From a dataset of HIV replication inhibition screening data with 41,000+ compounds from the AIDS Antiviral Screen. Binary Classification. Given a drug SMILES string, predict its activity (active/inactive) in a high-throughput screening assay against a specified biological target. The drug is Cc1ccc(NC(Nc2ccc(C)cc2C)=C(C(Cl)=C(Cl)Cl)[N+](=O)[O-])c(C)c1. The result is 0 (inactive).